From a dataset of Peptide-MHC class II binding affinity with 134,281 pairs from IEDB. Regression. Given a peptide amino acid sequence and an MHC pseudo amino acid sequence, predict their binding affinity value. This is MHC class II binding data. (1) The peptide sequence is YDKFLAKVSTVLTGK. The MHC is DRB1_0404 with pseudo-sequence DRB1_0404. The binding affinity (normalized) is 0.177. (2) The peptide sequence is TPQPMELKYSWKTWG. The MHC is DRB5_0101 with pseudo-sequence DRB5_0101. The binding affinity (normalized) is 0.289. (3) The peptide sequence is FTTTLFLHLVGFPTH. The MHC is H-2-IAb with pseudo-sequence H-2-IAb. The binding affinity (normalized) is 0. (4) The peptide sequence is VCGMFTNRSGSQQWR. The MHC is HLA-DQA10103-DQB10603 with pseudo-sequence HLA-DQA10103-DQB10603. The binding affinity (normalized) is 0.200. (5) The peptide sequence is YLEEHPSAGKDPKKT. The MHC is DRB1_1302 with pseudo-sequence DRB1_1302. The binding affinity (normalized) is 0. (6) The binding affinity (normalized) is 0.595. The peptide sequence is TMAEVRLAAMFFCAVKK. The MHC is HLA-DQA10102-DQB10501 with pseudo-sequence HLA-DQA10102-DQB10501. (7) The peptide sequence is FENDEHIILYLVNFDK. The MHC is DRB1_0401 with pseudo-sequence DRB1_0401. The binding affinity (normalized) is 0.201. (8) The peptide sequence is MVGTILEMLGHRLDD. The MHC is HLA-DQA10102-DQB10602 with pseudo-sequence HLA-DQA10102-DQB10602. The binding affinity (normalized) is 0.410.